This data is from Full USPTO retrosynthesis dataset with 1.9M reactions from patents (1976-2016). The task is: Predict the reactants needed to synthesize the given product. (1) Given the product [CH2:1]([O:5][C:6]1[CH:11]=[CH:10][C:9]([S:12]([C:15]2([C:32]([NH:36][OH:35])=[O:34])[CH2:20][CH2:19][N:18]([S:21]([C:24]3[CH:29]=[CH:28][C:27]([O:30][CH3:31])=[CH:26][CH:25]=3)(=[O:23])=[O:22])[CH2:17][CH2:16]2)(=[O:14])=[O:13])=[CH:8][CH:7]=1)[C:2]#[C:3][CH3:4], predict the reactants needed to synthesize it. The reactants are: [CH2:1]([O:5][C:6]1[CH:11]=[CH:10][C:9]([S:12]([C:15]2([C:32]([OH:34])=O)[CH2:20][CH2:19][N:18]([S:21]([C:24]3[CH:29]=[CH:28][C:27]([O:30][CH3:31])=[CH:26][CH:25]=3)(=[O:23])=[O:22])[CH2:17][CH2:16]2)(=[O:14])=[O:13])=[CH:8][CH:7]=1)[C:2]#[C:3][CH3:4].[OH:35][N:36]1C2C=CC=CC=2N=N1.Cl.CN(C)CCCN=C=NCC.CN1CCOCC1.NO. (2) Given the product [C:24]1([CH2:23][C:30]#[C:31][C:9]2[C:10]([NH2:15])=[N:11][CH:12]=[CH:13][CH:14]=2)[CH:29]=[CH:28][CH:27]=[CH:26][CH:25]=1, predict the reactants needed to synthesize it. The reactants are: C1(C)C=CC=CC=1.I[C:9]1[C:10]([NH2:15])=[N:11][CH:12]=[CH:13][CH:14]=1.C(N(CC)CC)C.[CH2:23]([C:30]#[CH:31])[C:24]1[CH:29]=[CH:28][CH:27]=[CH:26][CH:25]=1. (3) Given the product [CH3:8][C:9]1[C:15]([OH:16])=[N:2][C:3]2[N:4]([N:5]=[CH:6][CH:7]=2)[C:10]=1[OH:11], predict the reactants needed to synthesize it. The reactants are: [Na].[NH2:2][C:3]1[CH:7]=[CH:6][NH:5][N:4]=1.[CH3:8][CH:9]([C:15](OCC)=[O:16])[C:10](OCC)=[O:11]. (4) Given the product [Br:1][C:2]1[CH:3]=[C:4]2[C:9](=[CH:10][CH:11]=1)[CH:8]=[C:7]([O:12][Si:18]([C:21]([CH3:24])([CH3:23])[CH3:22])([CH3:20])[CH3:19])[CH:6]=[CH:5]2, predict the reactants needed to synthesize it. The reactants are: [Br:1][C:2]1[CH:3]=[C:4]2[C:9](=[CH:10][CH:11]=1)[CH:8]=[C:7]([OH:12])[CH:6]=[CH:5]2.N1C=CN=C1.[Si:18](Cl)([C:21]([CH3:24])([CH3:23])[CH3:22])([CH3:20])[CH3:19].